Dataset: Forward reaction prediction with 1.9M reactions from USPTO patents (1976-2016). Task: Predict the product of the given reaction. Given the reactants [Cl:1][C:2]1[CH:3]=[C:4]([C:10]2([C:30]([F:33])([F:32])[F:31])[O:14][N:13]=[C:12]([C:15]3[S:19][C:18]([C:20]([NH:22][CH2:23][C:24]([OH:26])=O)=[O:21])=[C:17]4[CH2:27][CH2:28][CH2:29][C:16]=34)[CH2:11]2)[CH:5]=[C:6]([Cl:9])[C:7]=1[F:8].C(N(CC)C(C)C)(C)C.[F:43][CH2:44][CH2:45][NH2:46].CN(C(ON1N=NC2C=CC=NC1=2)=[N+](C)C)C.F[P-](F)(F)(F)(F)F, predict the reaction product. The product is: [F:43][CH2:44][CH2:45][NH:46][C:24]([CH2:23][NH:22][C:20]([C:18]1[S:19][C:15]([C:12]2[CH2:11][C:10]([C:4]3[CH:5]=[C:6]([Cl:9])[C:7]([F:8])=[C:2]([Cl:1])[CH:3]=3)([C:30]([F:31])([F:32])[F:33])[O:14][N:13]=2)=[C:16]2[CH2:29][CH2:28][CH2:27][C:17]=12)=[O:21])=[O:26].